Dataset: Acute oral toxicity (LD50) regression data from Zhu et al.. Task: Regression/Classification. Given a drug SMILES string, predict its toxicity properties. Task type varies by dataset: regression for continuous values (e.g., LD50, hERG inhibition percentage) or binary classification for toxic/non-toxic outcomes (e.g., AMES mutagenicity, cardiotoxicity, hepatotoxicity). Dataset: ld50_zhu. (1) The drug is CCCN(CCC)c1c([N+](=O)[O-])cc(C(C)C)cc1[N+](=O)[O-]. The rat oral LD50 is 1.79, given as -log10 of the dose in mol/kg body weight (higher means more acutely toxic). (2) The drug is C=CC(=O)OCCC(=O)NC. The rat oral LD50 is 2.30, given as -log10 of the dose in mol/kg body weight (higher means more acutely toxic). (3) The compound is O=Cc1ccccc1C(=O)O. The rat oral LD50 is 1.30, given as -log10 of the dose in mol/kg body weight (higher means more acutely toxic). (4) The molecule is CCS(=O)(=O)c1nnc(N(C)C(=O)NC)s1. The rat oral LD50 is 1.72, given as -log10 of the dose in mol/kg body weight (higher means more acutely toxic). (5) The compound is C#CC(C)(O)C(O)c1ccccc1. The rat oral LD50 is 2.38, given as -log10 of the dose in mol/kg body weight (higher means more acutely toxic). (6) The drug is COCCNC(=O)c1nc2c(N)nc(-c3ccccc3)nc2nc1NCCOC. The rat oral LD50 is 1.90, given as -log10 of the dose in mol/kg body weight (higher means more acutely toxic).